This data is from Reaction yield outcomes from USPTO patents with 853,638 reactions. The task is: Predict the reaction yield, written as a fraction of the theoretical maximum amount of product (1.0 means a 100% yield; for example, 0.34 means a 34% yield). The reactants are [Cl:1][C:2]1[C:11]2[N:10]([CH3:12])[CH2:9][CH2:8][O:7][C:6]=2[C:5]2=[N:13][N:14]=[CH:15][N:4]2[N:3]=1.[Br:16]N1C(=O)CCC1=O. The catalyst is C(Cl)(Cl)Cl.C(Cl)Cl. The product is [Br:16][C:15]1[N:4]2[N:3]=[C:2]([Cl:1])[C:11]3[N:10]([CH3:12])[CH2:9][CH2:8][O:7][C:6]=3[C:5]2=[N:13][N:14]=1. The yield is 0.640.